This data is from Catalyst prediction with 721,799 reactions and 888 catalyst types from USPTO. The task is: Predict which catalyst facilitates the given reaction. (1) Reactant: P(Cl)(Cl)(Cl)=O.[C:6]([C:9]12[CH2:16][CH2:15][C:12]([C:17]([O:19][CH3:20])=[O:18])([CH2:13][CH2:14]1)[CH2:11][CH2:10]2)(=O)[NH2:7]. Product: [C:6]([C:9]12[CH2:16][CH2:15][C:12]([C:17]([O:19][CH3:20])=[O:18])([CH2:13][CH2:14]1)[CH2:11][CH2:10]2)#[N:7]. The catalyst class is: 26. (2) Reactant: [Br:1][C:2]1[CH:3]=[C:4]([C:8]([NH:12][C:13](=[O:19])[O:14][C:15]([CH3:18])([CH3:17])[CH3:16])([CH3:11])[CH2:9][OH:10])[CH:5]=[CH:6][CH:7]=1. Product: [Br:1][C:2]1[CH:3]=[C:4]([C:8]([NH:12][C:13](=[O:19])[O:14][C:15]([CH3:18])([CH3:17])[CH3:16])([CH3:11])[CH:9]=[O:10])[CH:5]=[CH:6][CH:7]=1. The catalyst class is: 25.